From a dataset of Reaction yield outcomes from USPTO patents with 853,638 reactions. Predict the reaction yield, written as a fraction of the theoretical maximum amount of product (1.0 means a 100% yield; for example, 0.34 means a 34% yield). (1) The reactants are [NH2:1][C:2]1[CH:3]=[C:4]([N:8]2[C:17]3[CH:16]=[CH:15][C:14]4[CH2:18][CH2:19][CH2:20][CH2:21][C:13]=4[C:12]=3[NH:11][C:10](=[O:22])[C:9]2=[O:23])[CH:5]=[CH:6][CH:7]=1.[C:24]1([S:34](Cl)(=[O:36])=[O:35])[C:33]2[C:28](=[CH:29][CH:30]=[CH:31][CH:32]=2)[CH:27]=[CH:26][CH:25]=1. No catalyst specified. The product is [O:22]=[C:10]1[NH:11][C:12]2[C:13]3[CH2:21][CH2:20][CH2:19][CH2:18][C:14]=3[CH:15]=[CH:16][C:17]=2[N:8]([C:4]2[CH:3]=[C:2]([NH:1][S:34]([C:24]3[C:33]4[C:28](=[CH:29][CH:30]=[CH:31][CH:32]=4)[CH:27]=[CH:26][CH:25]=3)(=[O:36])=[O:35])[CH:7]=[CH:6][CH:5]=2)[C:9]1=[O:23]. The yield is 0.290. (2) The reactants are Br[C:2]1[S:3][C:4]([C:22]2[CH:27]=[CH:26][N:25]=[C:24]([S:28][CH3:29])[N:23]=2)=[C:5]([C:7]2[C:8]([Cl:21])=[C:9]([NH:14][C:15](=[O:20])[C:16]([CH3:19])([CH3:18])[CH3:17])[CH:10]=[C:11]([F:13])[CH:12]=2)[N:6]=1.[CH:30]1(B2OC(C)(C)C(C)(C)O2)[CH2:32][CH2:31]1.P([O-])([O-])([O-])=O.[K+].[K+].[K+].C1(P(C2CCCCC2)C2CCCCC2)CCCCC1.C1(B(O)O)CC1. The yield is 0.360. The product is [Cl:21][C:8]1[C:7]([C:5]2[N:6]=[C:2]([CH:30]3[CH2:32][CH2:31]3)[S:3][C:4]=2[C:22]2[CH:27]=[CH:26][N:25]=[C:24]([S:28][CH3:29])[N:23]=2)=[CH:12][C:11]([F:13])=[CH:10][C:9]=1[NH:14][C:15](=[O:20])[C:16]([CH3:19])([CH3:18])[CH3:17]. The catalyst is C1(C)C=CC=CC=1.O.CC([O-])=O.CC([O-])=O.[Pd+2]. (3) The reactants are [CH2:1]([O:19][C:20]1[CH:21]=[C:22]([CH:45]2[O:49][CH:48]([CH2:50][O:51][Si](C(C)(C)C)(C3C=CC=CC=3)C3C=CC=CC=3)[CH2:47][O:46]2)[CH:23]=[C:24]([O:26][CH2:27][CH2:28][CH2:29][CH2:30][CH2:31][CH2:32][CH2:33][CH2:34]/[CH:35]=[CH:36]\[CH2:37][CH2:38][CH2:39][CH2:40][CH2:41][CH2:42][CH2:43][CH3:44])[CH:25]=1)[CH2:2][CH2:3][CH2:4][CH2:5][CH2:6][CH2:7][CH2:8]/[CH:9]=[CH:10]\[CH2:11][CH2:12][CH2:13][CH2:14][CH2:15][CH2:16][CH2:17][CH3:18].CCCC[N+](CCCC)(CCCC)CCCC.[F-]. The catalyst is C1COCC1. The product is [CH2:1]([O:19][C:20]1[CH:21]=[C:22]([CH:45]2[O:49][CH:48]([CH2:50][OH:51])[CH2:47][O:46]2)[CH:23]=[C:24]([O:26][CH2:27][CH2:28][CH2:29][CH2:30][CH2:31][CH2:32][CH2:33][CH2:34]/[CH:35]=[CH:36]\[CH2:37][CH2:38][CH2:39][CH2:40][CH2:41][CH2:42][CH2:43][CH3:44])[CH:25]=1)[CH2:2][CH2:3][CH2:4][CH2:5][CH2:6][CH2:7][CH2:8]/[CH:9]=[CH:10]\[CH2:11][CH2:12][CH2:13][CH2:14][CH2:15][CH2:16][CH2:17][CH3:18]. The yield is 0.670. (4) The reactants are [F:1][C:2]1[CH:7]=[CH:6][C:5]([C:8]2[N:12]([CH3:13])[N:11]=[CH:10][C:9]=2[C:14]([O:16]CC)=[O:15])=[CH:4][CH:3]=1.[OH-].[Na+].Cl. The catalyst is C(O)C. The product is [F:1][C:2]1[CH:3]=[CH:4][C:5]([C:8]2[N:12]([CH3:13])[N:11]=[CH:10][C:9]=2[C:14]([OH:16])=[O:15])=[CH:6][CH:7]=1. The yield is 1.00.